Regression/Classification. Given a drug SMILES string, predict its absorption, distribution, metabolism, or excretion properties. Task type varies by dataset: regression for continuous measurements (e.g., permeability, clearance, half-life) or binary classification for categorical outcomes (e.g., BBB penetration, CYP inhibition). Dataset: rlm. From a dataset of Rat liver microsome stability data. (1) The molecule is Cc1noc(C)c1-c1ccc2ncnc(NC(C)c3ccccc3)c2c1. The result is 1 (stable in rat liver microsomes). (2) The compound is C[C@H](NS(=O)(=O)c1ccc(-c2sc(C(=O)NCC(C)(C)O)nc2C(=O)N2CC(F)(F)C[C@@H]2C)c(Cl)c1Cl)C(F)(F)F. The result is 0 (unstable in rat liver microsomes). (3) The molecule is O=S(=O)(Nc1ccc2ccccc2c1)c1ccc(NCc2ccc(Br)cc2O)cc1. The result is 1 (stable in rat liver microsomes). (4) The drug is CSc1ccc(-c2cnc(N3CCC(C(N)=O)CC3)s2)cc1. The result is 1 (stable in rat liver microsomes). (5) The compound is CN(C)c1cccc(-c2ncc(F)c(N3CCC(C(N)=O)CC3)n2)c1. The result is 1 (stable in rat liver microsomes).